From a dataset of Catalyst prediction with 721,799 reactions and 888 catalyst types from USPTO. Predict which catalyst facilitates the given reaction. Reactant: [Cl:1][C:2]1[N:7]=[C:6](Cl)[C:5]([C:9]([F:12])([F:11])[F:10])=[CH:4][N:3]=1.[CH3:13][NH:14][CH3:15]. Product: [Cl:1][C:2]1[N:7]=[C:6]([N:14]([CH3:15])[CH3:13])[C:5]([C:9]([F:12])([F:11])[F:10])=[CH:4][N:3]=1. The catalyst class is: 1.